Task: Predict the reaction yield, written as a fraction of the theoretical maximum amount of product (1.0 means a 100% yield; for example, 0.34 means a 34% yield).. Dataset: Reaction yield outcomes from USPTO patents with 853,638 reactions (1) The reactants are [CH2:1]([O:3][C:4](=[O:25])[C:5]([O:22][CH2:23][CH3:24])([CH3:21])[CH2:6][C:7]1[CH:12]=[CH:11][C:10]([O:13]CC2C=CC=CC=2)=[CH:9][CH:8]=1)[CH3:2]. The catalyst is C(OCC)(=O)C.[Pd]. The product is [CH2:1]([O:3][C:4](=[O:25])[C:5]([O:22][CH2:23][CH3:24])([CH3:21])[CH2:6][C:7]1[CH:8]=[CH:9][C:10]([OH:13])=[CH:11][CH:12]=1)[CH3:2]. The yield is 0.980. (2) The reactants are [O:1]=[C:2]1[CH2:7][CH2:6][CH:5]([N:8]2[C:13](=[O:14])[C:12]([CH2:15][C:16]3[CH:21]=[CH:20][C:19]([C:22]4[CH:27]=[CH:26][CH:25]=[CH:24][C:23]=4[C:28]4[NH:32][C:31](=[O:33])[O:30][N:29]=4)=[CH:18][CH:17]=3)=[C:11]([CH2:34][CH2:35][CH3:36])[N:10]3[N:37]=[CH:38][N:39]=[C:9]23)[CH2:4][CH2:3]1.[O:40]1[CH2:44][CH:43](O)[CH:42]([OH:46])[CH2:41]1.CC1C=CC(S(O)(=O)=O)=CC=1.C(=O)([O-])O.[Na+]. The catalyst is C1(C)C=CC=CC=1. The product is [O:33]=[C:31]1[O:30][N:29]=[C:28]([C:23]2[CH:24]=[CH:25][CH:26]=[CH:27][C:22]=2[C:19]2[CH:18]=[CH:17][C:16]([CH2:15][C:12]3[C:13](=[O:14])[N:8]([CH:5]4[CH2:6][CH2:7][C:2]5([O:46][CH:42]6[CH2:41][O:40][CH2:44][CH:43]6[O:1]5)[CH2:3][CH2:4]4)[C:9]4[N:10]([N:37]=[CH:38][N:39]=4)[C:11]=3[CH2:34][CH2:35][CH3:36])=[CH:21][CH:20]=2)[NH:32]1. The yield is 0.680. (3) The reactants are [CH3:1][O:2][C:3]1[CH:22]=[CH:21][C:6]([C:7]([NH:9][C:10]2[CH:11]=[C:12]([CH:17]=[CH:18][C:19]=2[NH2:20])[C:13]([O:15][CH3:16])=[O:14])=[O:8])=[CH:5][CH:4]=1.C(#N)C.C(Cl)(Cl)Cl.C(N(CC)CC)C.[C:37]([C:41]1[CH:49]=[CH:48][C:44]([C:45](Cl)=[O:46])=[CH:43][CH:42]=1)([CH3:40])([CH3:39])[CH3:38]. The catalyst is C(#N)C. The product is [CH3:1][O:2][C:3]1[CH:22]=[CH:21][C:6]([C:7]([NH:9][C:10]2[CH:11]=[C:12]([CH:17]=[CH:18][C:19]=2[NH:20][C:45](=[O:46])[C:44]2[CH:48]=[CH:49][C:41]([C:37]([CH3:39])([CH3:38])[CH3:40])=[CH:42][CH:43]=2)[C:13]([O:15][CH3:16])=[O:14])=[O:8])=[CH:5][CH:4]=1. The yield is 0.810. (4) The reactants are I[C:2]1[CH:7]=[CH:6][C:5]([NH:8][C:9]2[S:10][C:11]3[CH:17]=[C:16]([CH3:18])[CH:15]=[CH:14][C:12]=3[N:13]=2)=[CH:4][CH:3]=1.CC1(C)C(C)(C)OB([C:27]2[CH:43]=[CH:42][C:30]([C:31]([C@@H:33]3[CH2:37][CH2:36][CH2:35][C@H:34]3[C:38]([O:40]C)=[O:39])=[O:32])=[CH:29][CH:28]=2)O1.C([O-])(O)=O.[Na+].ClCCl.[OH-].[Na+]. The catalyst is CCOC(C)=O.CCO.C1(C)C=CC=CC=1. The product is [CH3:18][C:16]1[CH:15]=[CH:14][C:12]2[N:13]=[C:9]([NH:8][C:5]3[CH:6]=[CH:7][C:2]([C:27]4[CH:28]=[CH:29][C:30]([C:31]([C@@H:33]5[CH2:37][CH2:36][CH2:35][C@H:34]5[C:38]([OH:40])=[O:39])=[O:32])=[CH:42][CH:43]=4)=[CH:3][CH:4]=3)[S:10][C:11]=2[CH:17]=1. The yield is 0.190. (5) The catalyst is [Pd].CO. The product is [C:1]([O:5][CH:6]([C:10]1[N:14]([CH3:15])[N:13]=[C:12]([CH:16]2[CH2:20][CH2:19][CH2:18][CH2:17]2)[C:11]=1[C:21]1[CH:22]=[CH:23][C:24]2[O:29][CH2:28][CH2:27][CH2:26][C:25]=2[CH:30]=1)[C:7]([OH:9])=[O:8])([CH3:4])([CH3:2])[CH3:3]. The yield is 0.980. The reactants are [C:1]([O:5][CH:6]([C:10]1[N:14]([CH3:15])[N:13]=[C:12]([C:16]2[CH2:20][CH2:19][CH2:18][CH:17]=2)[C:11]=1[C:21]1[CH:22]=[CH:23][C:24]2[O:29][CH2:28][CH2:27][CH2:26][C:25]=2[CH:30]=1)[C:7]([OH:9])=[O:8])([CH3:4])([CH3:3])[CH3:2]. (6) The reactants are [CH3:1][C:2]1[O:6][C:5]([CH:7]([NH2:9])[CH3:8])=[CH:4][CH:3]=1.[NH2:10][C:11]1[N:12]=[C:13]([NH:26][C:27]2[CH:32]=[CH:31][C:30]([S:33](F)(=[O:35])=[O:34])=[CH:29][CH:28]=2)[S:14][C:15]=1[C:16](=[O:25])[C:17]1[C:22]([F:23])=[CH:21][CH:20]=[CH:19][C:18]=1[F:24]. The catalyst is CO.C(Cl)(Cl)Cl. The product is [NH2:10][C:11]1[N:12]=[C:13]([NH:26][C:27]2[CH:32]=[CH:31][C:30]([S:33]([NH:9][CH:7]([C:5]3[O:6][C:2]([CH3:1])=[CH:3][CH:4]=3)[CH3:8])(=[O:34])=[O:35])=[CH:29][CH:28]=2)[S:14][C:15]=1[C:16](=[O:25])[C:17]1[C:22]([F:23])=[CH:21][CH:20]=[CH:19][C:18]=1[F:24]. The yield is 0.290. (7) The reactants are [CH2:1]([NH:3][CH2:4][CH3:5])[CH3:2].[CH2:6](O)[C:7]#[CH:8].[C:10]([CH2:12][C:13]([O:15][CH2:16][CH2:17][CH2:18][CH2:19][CH2:20][CH2:21][CH2:22][CH3:23])=[O:14])#[N:11].C(O)(=O)C. The catalyst is C1(C)C=CC=CC=1.[O-2].[O-2].[Mn+4].ClCCl. The product is [C:10](/[C:12](=[CH:6]\[CH:7]=[CH:8]\[N:3]([CH2:4][CH3:5])[CH2:1][CH3:2])/[C:13]([O:15][CH2:16][CH2:17][CH2:18][CH2:19][CH2:20][CH2:21][CH2:22][CH3:23])=[O:14])#[N:11]. The yield is 0.720.